This data is from Peptide-MHC class II binding affinity with 134,281 pairs from IEDB. The task is: Regression. Given a peptide amino acid sequence and an MHC pseudo amino acid sequence, predict their binding affinity value. This is MHC class II binding data. (1) The peptide sequence is VNYWFAPGAAAAPLS. The MHC is HLA-DQA10101-DQB10501 with pseudo-sequence HLA-DQA10101-DQB10501. The binding affinity (normalized) is 0.379. (2) The peptide sequence is FVVFLVAAALGGLAA. The MHC is HLA-DPA10201-DPB10501 with pseudo-sequence HLA-DPA10201-DPB10501. The binding affinity (normalized) is 0.427. (3) The peptide sequence is AAATAGTTVNGAFAA. The MHC is HLA-DQA10401-DQB10402 with pseudo-sequence HLA-DQA10401-DQB10402. The binding affinity (normalized) is 0.397. (4) The peptide sequence is LRAVLPRDMVFRTST. The MHC is DRB1_0101 with pseudo-sequence DRB1_0101. The binding affinity (normalized) is 0.645.